This data is from Forward reaction prediction with 1.9M reactions from USPTO patents (1976-2016). The task is: Predict the product of the given reaction. (1) Given the reactants [OH-].[Na+].[CH3:3][O:4][C:5]1[CH:10]=[CH:9][C:8]([C:11]2[C:16]([C:17]3[CH:22]=[CH:21][C:20]([O:23][CH3:24])=[CH:19][CH:18]=3)=[N:15][N:14]([CH2:25][CH2:26][C:27]([O:29]CC)=[O:28])[C:13](=[O:32])[CH:12]=2)=[CH:7][CH:6]=1, predict the reaction product. The product is: [CH3:3][O:4][C:5]1[CH:10]=[CH:9][C:8]([C:11]2[C:16]([C:17]3[CH:22]=[CH:21][C:20]([O:23][CH3:24])=[CH:19][CH:18]=3)=[N:15][N:14]([CH2:25][CH2:26][C:27]([OH:29])=[O:28])[C:13](=[O:32])[CH:12]=2)=[CH:7][CH:6]=1. (2) Given the reactants [CH3:1][O:2][C:3]1[CH:8]=[CH:7][C:6]([CH2:9][C:10]([N:12]([CH2:19][C:20]2[CH:25]=[CH:24][C:23]([CH3:26])=[CH:22][CH:21]=2)[CH:13]2[CH2:18][CH2:17][NH:16][CH2:15][CH2:14]2)=[O:11])=[CH:5][CH:4]=1.[CH:27](Br)([CH3:29])[CH3:28], predict the reaction product. The product is: [CH3:1][O:2][C:3]1[CH:4]=[CH:5][C:6]([CH2:9][C:10]([N:12]([CH2:19][C:20]2[CH:21]=[CH:22][C:23]([CH3:26])=[CH:24][CH:25]=2)[CH:13]2[CH2:14][CH2:15][N:16]([CH:27]([CH3:29])[CH3:28])[CH2:17][CH2:18]2)=[O:11])=[CH:7][CH:8]=1. (3) Given the reactants [NH2:1][S:2]([C:5]1[CH:6]=[C:7]([CH:20]=[CH:21][C:22]=1[Cl:23])[C:8]([NH:10][C@@H:11]([C:13]1[CH:18]=[CH:17][CH:16]=[C:15]([Cl:19])[CH:14]=1)[CH3:12])=O)(=[O:4])=[O:3].B, predict the reaction product. The product is: [Cl:23][C:22]1[CH:21]=[CH:20][C:7]([CH2:8][NH:10][C@@H:11]([C:13]2[CH:18]=[CH:17][CH:16]=[C:15]([Cl:19])[CH:14]=2)[CH3:12])=[CH:6][C:5]=1[S:2]([NH2:1])(=[O:3])=[O:4].